This data is from Reaction yield outcomes from USPTO patents with 853,638 reactions. The task is: Predict the reaction yield, written as a fraction of the theoretical maximum amount of product (1.0 means a 100% yield; for example, 0.34 means a 34% yield). (1) The reactants are [CH2:1]([O:3][C:4]([C:6]1[C:7]([CH3:18])=[C:8]2[C:13](Cl)=[C:12]([C:15]#[N:16])[CH:11]=[N:10][N:9]2[CH:17]=1)=[O:5])[CH3:2].C([O-])([O-])=O.[K+].[K+].[O:25]([C:32]1[CH:38]=[CH:37][C:35]([NH2:36])=[CH:34][CH:33]=1)[C:26]1[CH:31]=[CH:30][CH:29]=[CH:28][CH:27]=1. The catalyst is CN(C=O)C.ClCCl. The product is [CH2:1]([O:3][C:4]([C:6]1[C:7]([CH3:18])=[C:8]2[C:13]([NH:36][C:35]3[CH:34]=[CH:33][C:32]([O:25][C:26]4[CH:31]=[CH:30][CH:29]=[CH:28][CH:27]=4)=[CH:38][CH:37]=3)=[C:12]([C:15]#[N:16])[CH:11]=[N:10][N:9]2[CH:17]=1)=[O:5])[CH3:2]. The yield is 0.760. (2) The reactants are CO.[N+:3]([CH2:6][CH2:7][C:8]1[CH:20]=[CH:19][C:11]([O:12][C:13]2[CH:18]=[CH:17][CH:16]=[CH:15][N:14]=2)=[CH:10][CH:9]=1)([O-])=[O:4].C[O-].[Li+].O1CCCC1.C(Cl)[Cl:30]. The catalyst is [Ti](Cl)(Cl)(Cl)Cl.C(OCC)(=O)C. The product is [C:6]([Cl:30])(=[N:3][OH:4])[CH3:7].[N:14]1[CH:15]=[CH:16][CH:17]=[CH:18][C:13]=1[O:12][C:11]1[CH:10]=[CH:9][CH:8]=[CH:20][CH:19]=1. The yield is 0.980. (3) The reactants are [CH2:1]([N:8]1[CH2:13][CH2:12][C:11]([N:20]([C:27]2[CH:32]=[CH:31][CH:30]=[CH:29][CH:28]=2)[C:21](=[O:26])[C:22]([F:25])([F:24])[F:23])([C:14]2[S:15][CH:16]=[C:17]([CH3:19])[N:18]=2)[CH2:10][CH:9]1[CH3:33])[C:2]1[CH:7]=[CH:6][CH:5]=[CH:4][CH:3]=1.[C:34]([OH:41])(=[O:40])/[CH:35]=[CH:36]/[C:37]([OH:39])=[O:38]. The catalyst is C(O)C. The product is [C:34]([OH:41])(=[O:40])/[CH:35]=[CH:36]/[C:37]([OH:39])=[O:38].[CH2:1]([N:8]1[CH2:13][CH2:12][C:11]([N:20]([C:27]2[CH:28]=[CH:29][CH:30]=[CH:31][CH:32]=2)[C:21](=[O:26])[C:22]([F:23])([F:24])[F:25])([C:14]2[S:15][CH:16]=[C:17]([CH3:19])[N:18]=2)[CH2:10][CH:9]1[CH3:33])[C:2]1[CH:7]=[CH:6][CH:5]=[CH:4][CH:3]=1. The yield is 0.700. (4) The reactants are [Cl:1][C:2]1[N:7]2[N:8]=[C:9]([C:13]3[CH:18]=[CH:17][CH:16]=[C:15]([CH3:19])[CH:14]=3)[C:10]([CH:11]=[O:12])=[C:6]2[CH:5]=[CH:4][CH:3]=1.[C:20]([Mg]Br)#[CH:21].C(=O)(O)[O-].[Na+]. The catalyst is O1CCCC1. The product is [Cl:1][C:2]1[N:7]2[N:8]=[C:9]([C:13]3[CH:18]=[CH:17][CH:16]=[C:15]([CH3:19])[CH:14]=3)[C:10]([CH:11]([OH:12])[C:20]#[CH:21])=[C:6]2[CH:5]=[CH:4][CH:3]=1. The yield is 0.770. (5) The reactants are C(N(CC)CC)C.[Cl:8][C:9]1[C:10]([N:15]2[CH:19]([C:20]([O:22][CH2:23][CH3:24])=[O:21])[CH2:18][C:17](=[O:25])[NH:16]2)=[N:11][CH:12]=[CH:13][CH:14]=1.[C:26]1([CH3:36])[CH:31]=[CH:30][C:29]([S:32](Cl)(=[O:34])=[O:33])=[CH:28][CH:27]=1. The catalyst is ClCCl.C1(C)C=CC(S(Cl)(=O)=O)=CC=1.C(N(CC)CC)C. The product is [Cl:8][C:9]1[C:10]([N:15]2[CH:19]([C:20]([O:22][CH2:23][CH3:24])=[O:21])[CH2:18][C:17]([O:25][S:32]([C:29]3[CH:30]=[CH:31][C:26]([CH3:36])=[CH:27][CH:28]=3)(=[O:34])=[O:33])=[N:16]2)=[N:11][CH:12]=[CH:13][CH:14]=1. The yield is 0.870. (6) The reactants are [H-].[H-].[H-].[H-].[Li+].[Al+3].[CH2:7]([C:25]([CH2:47][CH2:48][CH2:49][CH2:50][CH2:51][CH2:52][CH2:53][CH2:54][CH2:55][CH2:56][CH2:57][CH2:58][CH2:59][CH2:60][CH2:61][CH2:62][CH2:63][CH3:64])([CH2:29][CH2:30][CH2:31][CH2:32][CH2:33][CH2:34][CH2:35][CH2:36][CH2:37][CH2:38][CH2:39][CH2:40][CH2:41][CH2:42][CH2:43][CH2:44][CH2:45][CH3:46])[C:26](O)=[O:27])[CH2:8][CH2:9][CH2:10][CH2:11][CH2:12][CH2:13][CH2:14][CH2:15][CH2:16][CH2:17][CH2:18][CH2:19][CH2:20][CH2:21][CH2:22][CH2:23][CH3:24].O.Cl. The yield is 0.710. The product is [CH2:47]([C:25]([CH2:7][CH2:8][CH2:9][CH2:10][CH2:11][CH2:12][CH2:13][CH2:14][CH2:15][CH2:16][CH2:17][CH2:18][CH2:19][CH2:20][CH2:21][CH2:22][CH2:23][CH3:24])([CH2:29][CH2:30][CH2:31][CH2:32][CH2:33][CH2:34][CH2:35][CH2:36][CH2:37][CH2:38][CH2:39][CH2:40][CH2:41][CH2:42][CH2:43][CH2:44][CH2:45][CH3:46])[CH2:26][OH:27])[CH2:48][CH2:49][CH2:50][CH2:51][CH2:52][CH2:53][CH2:54][CH2:55][CH2:56][CH2:57][CH2:58][CH2:59][CH2:60][CH2:61][CH2:62][CH2:63][CH3:64]. The catalyst is C1COCC1. (7) The reactants are C([O:8][C:9]1[CH:28]=[CH:27][C:12]([O:13][CH:14]2[CH2:19][CH2:18][N:17]([C:20]([O:22][C:23]([CH3:26])([CH3:25])[CH3:24])=[O:21])[CH2:16][CH2:15]2)=[CH:11][CH:10]=1)C1C=CC=CC=1. The catalyst is C(O)C.[C].[Pd]. The product is [OH:8][C:9]1[CH:10]=[CH:11][C:12]([O:13][CH:14]2[CH2:19][CH2:18][N:17]([C:20]([O:22][C:23]([CH3:24])([CH3:25])[CH3:26])=[O:21])[CH2:16][CH2:15]2)=[CH:27][CH:28]=1. The yield is 1.00. (8) The reactants are [Cl-].O[NH3+:3].[C:4](=[O:7])([O-])[OH:5].[Na+].CS(C)=O.[CH2:13]([C:17]1[N:18]=[C:19]([CH3:49])[N:20]([C:40]2[CH:45]=[CH:44][CH:43]=[C:42]([CH:46]([OH:48])[CH3:47])[CH:41]=2)[C:21](=[O:39])[C:22]=1[CH2:23][C:24]1[CH:29]=[CH:28][C:27]([C:30]2[C:31]([C:36]#[N:37])=[CH:32][CH:33]=[CH:34][CH:35]=2)=[CH:26][C:25]=1[F:38])[CH2:14][CH2:15][CH3:16]. The catalyst is O.C(OCC)(=O)C. The product is [CH2:13]([C:17]1[N:18]=[C:19]([CH3:49])[N:20]([C:40]2[CH:45]=[CH:44][CH:43]=[C:42]([CH:46]([OH:48])[CH3:47])[CH:41]=2)[C:21](=[O:39])[C:22]=1[CH2:23][C:24]1[CH:29]=[CH:28][C:27]([C:30]2[CH:35]=[CH:34][CH:33]=[CH:32][C:31]=2[C:36]2[NH:3][C:4](=[O:7])[O:5][N:37]=2)=[CH:26][C:25]=1[F:38])[CH2:14][CH2:15][CH3:16]. The yield is 0.600. (9) The reactants are [CH3:1]CN(C(C)C)C(C)C.C1C=CC2N(O)N=NC=2C=1.C(Cl)CCl.[CH:24]1([N:28]2[CH2:33][CH2:32][N:31]([C:34]([C@@H:36]3[CH2:38][C@H:37]3[C:39]3[CH:47]=[CH:46][C:42]([C:43]([NH2:45])=[O:44])=[CH:41][CH:40]=3)=[O:35])[CH2:30][C@H:29]2[CH3:48])[CH2:27][CH2:26][CH2:25]1. The catalyst is CN(C=O)C. The product is [CH:24]1([N:28]2[CH2:33][CH2:32][N:31]([C:34]([C@@H:36]3[CH2:38][C@H:37]3[C:39]3[CH:40]=[CH:41][C:42]([C:43]([NH2:45])=[O:44])=[CH:46][CH:47]=3)=[O:35])[CH2:30][C:29]2([CH3:1])[CH3:48])[CH2:25][CH2:26][CH2:27]1. The yield is 0.309.